This data is from Forward reaction prediction with 1.9M reactions from USPTO patents (1976-2016). The task is: Predict the product of the given reaction. (1) Given the reactants Cl[C:2]1[N:11]=[CH:10][C:9]([F:12])=[CH:8][C:3]=1[C:4]([O:6]C)=[O:5].[CH2:13]([NH2:17])[CH:14]([CH3:16])[CH3:15].C(O)C.[OH-].[Na+], predict the reaction product. The product is: [F:12][C:9]1[CH:10]=[N:11][C:2]([NH:17][CH2:13][CH:14]([CH3:16])[CH3:15])=[C:3]([CH:8]=1)[C:4]([OH:6])=[O:5]. (2) Given the reactants N1CCCC1COC1C=C2C(C(N)=CC=N2)=NC=1.[F:19][C:20]1[CH:21]=[C:22]([C:27]2[CH:28]=[CH:29][C:30]3[N:31]([C:33]([CH2:36][NH:37][C:38]4[CH:39]=[CH:40][N:41]=[C:42]5[C:47]=4[N:46]=[CH:45][C:44]([O:48][CH2:49][C@H:50]4[CH2:54][CH2:53][CH2:52][N:51]4C(OC(C)(C)C)=O)=[CH:43]5)=[N:34][N:35]=3)[N:32]=2)[CH:23]=[C:24]([F:26])[CH:25]=1.COC1C=C2C(C(OCC3N4N=C(C5C=NC(N6CCNCC6)=CC=5)C=CC4=NN=3)=CC=N2)=CC=1, predict the reaction product. The product is: [F:19][C:20]1[CH:21]=[C:22]([C:27]2[CH:28]=[CH:29][C:30]3[N:31]([C:33]([CH2:36][NH:37][C:38]4[C:47]5[C:42](=[CH:43][C:44]([O:48][CH2:49][C@H:50]6[CH2:54][CH2:53][CH2:52][NH:51]6)=[CH:45][N:46]=5)[N:41]=[CH:40][CH:39]=4)=[N:34][N:35]=3)[N:32]=2)[CH:23]=[C:24]([F:26])[CH:25]=1. (3) The product is: [CH3:19][C:17]1([CH3:20])[O:16][C@H:15]2[C@H:11]([N:6]3[CH:5]=[N:4][C:3]4[C:7]3=[N:8][CH:9]=[N:10][C:2]=4[CH2:34][CH2:33][C:27]3[CH:32]=[CH:31][CH:30]=[CH:29][CH:28]=3)[O:12][C@H:13]([CH2:21][NH:22][S:23]([NH2:26])(=[O:25])=[O:24])[C@H:14]2[O:18]1. Given the reactants I[C:2]1[N:10]=[CH:9][N:8]=[C:7]2[C:3]=1[N:4]=[CH:5][N:6]2[C@H:11]1[C@@H:15]2[O:16][C:17]([CH3:20])([CH3:19])[O:18][C@@H:14]2[C@@H:13]([CH2:21][NH:22][S:23]([NH2:26])(=[O:25])=[O:24])[O:12]1.[C:27]1([C:33]#[CH:34])[CH:32]=[CH:31][CH:30]=[CH:29][CH:28]=1.CCN(C(C)C)C(C)C, predict the reaction product. (4) Given the reactants [Cl:1][C:2]1[CH:7]=[CH:6][C:5]([C:8]2[C:12]3[CH2:13][N:14]([S:17]([CH3:20])(=[O:19])=[O:18])[CH2:15][CH2:16][C:11]=3[N:10]([CH2:21][CH2:22][CH2:23][N:24]3[CH2:29][CH2:28][O:27][CH2:26][CH2:25]3)[N:9]=2)=[CH:4][C:3]=1[C:30]#[C:31][C:32]1[CH:33]=[C:34]([CH:37]=[CH:38][CH:39]=1)[CH:35]=O.[O:40]1[CH2:45][CH2:44][CH:43]([CH2:46][NH2:47])[CH2:42][CH2:41]1.[BH-](OC(C)=O)(OC(C)=O)OC(C)=O.[Na+], predict the reaction product. The product is: [Cl:1][C:2]1[CH:7]=[CH:6][C:5]([C:8]2[C:12]3[CH2:13][N:14]([S:17]([CH3:20])(=[O:19])=[O:18])[CH2:15][CH2:16][C:11]=3[N:10]([CH2:21][CH2:22][CH2:23][N:24]3[CH2:29][CH2:28][O:27][CH2:26][CH2:25]3)[N:9]=2)=[CH:4][C:3]=1[C:30]#[C:31][C:32]1[CH:33]=[C:34]([CH2:35][NH:47][CH2:46][CH:43]2[CH2:44][CH2:45][O:40][CH2:41][CH2:42]2)[CH:37]=[CH:38][CH:39]=1. (5) Given the reactants [F:1][C:2]1[CH:7]=[CH:6][C:5]([C:8]2[N:9]=[C:10]([CH:20]([CH3:22])[CH3:21])[NH:11][C:12]=2[C:13]2[CH:18]=[CH:17][CH:16]=[C:15]([CH3:19])[N:14]=2)=[CH:4][C:3]=1B1OC(C)(C)C(C)(C)O1.Br[C:33]1[CH:38]=[CH:37][C:36]([S:39]([F:42])(=[O:41])=[O:40])=[CH:35][CH:34]=1.C(=O)([O-])[O-].[Na+].[Na+].O, predict the reaction product. The product is: [F:1][C:2]1[CH:7]=[CH:6][C:5]([C:8]2[N:9]=[C:10]([CH:20]([CH3:22])[CH3:21])[NH:11][C:12]=2[C:13]2[CH:18]=[CH:17][CH:16]=[C:15]([CH3:19])[N:14]=2)=[CH:4][C:3]=1[C:33]1[CH:38]=[CH:37][C:36]([S:39]([F:42])(=[O:41])=[O:40])=[CH:35][CH:34]=1. (6) Given the reactants [NH2:1][C:2]1[N:7]=[CH:6][N:5]=[C:4]2[N:8]([CH:12]([C:14]3[O:15][C:16]4[C:21]([C:22](=[O:31])[C:23]=3[C:24]3[CH:29]=[CH:28][CH:27]=[C:26]([F:30])[CH:25]=3)=[CH:20][CH:19]=[CH:18][CH:17]=4)[CH3:13])[N:9]=[C:10](I)[C:3]=12.[CH:32]([C:34]1[S:35][CH:36]=[C:37](B(O)O)[CH:38]=1)=[O:33].C(=O)([O-])[O-].[Na+].[Na+].ClCCl, predict the reaction product. The product is: [NH2:1][C:2]1[N:7]=[CH:6][N:5]=[C:4]2[N:8]([CH:12]([C:14]3[O:15][C:16]4[C:21]([C:22](=[O:31])[C:23]=3[C:24]3[CH:29]=[CH:28][CH:27]=[C:26]([F:30])[CH:25]=3)=[CH:20][CH:19]=[CH:18][CH:17]=4)[CH3:13])[N:9]=[C:10]([C:37]3[CH:38]=[C:34]([CH:32]=[O:33])[S:35][CH:36]=3)[C:3]=12. (7) Given the reactants [Br:1][C:2]1[CH:3]=[C:4]([CH:8]=[C:9]([NH:11][C:12]([O:14][C:15]([CH3:18])([CH3:17])[CH3:16])=[O:13])[CH:10]=1)[C:5](O)=[O:6].B, predict the reaction product. The product is: [Br:1][C:2]1[CH:10]=[C:9]([NH:11][C:12](=[O:13])[O:14][C:15]([CH3:17])([CH3:16])[CH3:18])[CH:8]=[C:4]([CH2:5][OH:6])[CH:3]=1.